Dataset: Catalyst prediction with 721,799 reactions and 888 catalyst types from USPTO. Task: Predict which catalyst facilitates the given reaction. (1) Reactant: [Cl:1][C:2]1[N:7]=[C:6](Cl)[C:5]([O:9][CH3:10])=[C:4]([CH3:11])[N:3]=1.O1CCOCC1.[OH-].[NH4+:19]. Product: [Cl:1][C:2]1[N:7]=[C:6]([NH2:19])[C:5]([O:9][CH3:10])=[C:4]([CH3:11])[N:3]=1. The catalyst class is: 6. (2) Reactant: [CH2:1]([N:6]1[CH2:11][CH2:10][N:9]([C:12]2[CH:17]=[CH:16][C:15]([N+:18]([O-])=O)=[CH:14][CH:13]=2)[CH2:8][CH2:7]1)[CH2:2][CH:3]([CH3:5])[CH3:4]. Product: [CH2:1]([N:6]1[CH2:11][CH2:10][N:9]([C:12]2[CH:13]=[CH:14][C:15]([NH2:18])=[CH:16][CH:17]=2)[CH2:8][CH2:7]1)[CH2:2][CH:3]([CH3:5])[CH3:4]. The catalyst class is: 45. (3) Reactant: [CH3:1][O:2][C:3]1[CH:4]=[C:5]2[C:9](=[CH:10][CH:11]=1)[C:8](=[O:12])[C:7](=[CH:13][C:14]1[CH:19]=[CH:18][CH:17]=[CH:16][CH:15]=1)[CH2:6]2. Product: [CH3:1][O:2][C:3]1[CH:4]=[C:5]2[C:9](=[CH:10][CH:11]=1)[C:8](=[O:12])[CH:7]([CH2:13][C:14]1[CH:19]=[CH:18][CH:17]=[CH:16][CH:15]=1)[CH2:6]2. The catalyst class is: 350. (4) Reactant: B(Br)(Br)[Br:2].C([O:7][CH2:8][C:9]1[N:10]([NH:21][CH:22]2[CH2:27][CH2:26][O:25][CH2:24][CH2:23]2)[C:11]2[C:16]([CH3:17])=[C:15]([CH3:18])[N:14]=[C:13]([NH2:19])[C:12]=2[N:20]=1)C. Product: [NH2:19][C:13]1[C:12]2[N:20]=[C:9]([CH2:8][OH:7])[N:10]([NH:21][CH:22]([CH2:27][CH2:26][Br:2])[CH2:23][CH2:24][OH:25])[C:11]=2[C:16]([CH3:17])=[C:15]([CH3:18])[N:14]=1. The catalyst class is: 4. (5) Reactant: C[O:2][C:3]1[CH:8]=[CH:7][C:6]([C:9]2[N:14]([CH3:15])[C:13](=[O:16])[CH:12]=[N:11][C:10]=2[CH3:17])=[C:5]([CH3:18])[CH:4]=1.B(Br)(Br)Br. Product: [OH:2][C:3]1[CH:8]=[CH:7][C:6]([C:9]2[N:14]([CH3:15])[C:13](=[O:16])[CH:12]=[N:11][C:10]=2[CH3:17])=[C:5]([CH3:18])[CH:4]=1. The catalyst class is: 4. (6) Reactant: [CH3:1][CH:2]([N:19]1[CH:23]=[C:22]([C:24]2[C:25]3[CH:32]=[CH:31][NH:30][C:26]=3[N:27]=[CH:28][N:29]=2)[CH:21]=[N:20]1)[CH2:3][N:4]1[CH2:9][CH2:8][N:7]([S:10]([C:13]2[CH:17]=[CH:16][N:15]([CH3:18])[N:14]=2)(=[O:12])=[O:11])[CH2:6][CH2:5]1.[P:33](=[O:37])([OH:36])([OH:35])[OH:34]. Product: [P:33](=[O:34])([OH:37])([OH:36])[OH:35].[CH3:1][CH:2]([N:19]1[CH:23]=[C:22]([C:24]2[C:25]3[CH:32]=[CH:31][NH:30][C:26]=3[N:27]=[CH:28][N:29]=2)[CH:21]=[N:20]1)[CH2:3][N:4]1[CH2:5][CH2:6][N:7]([S:10]([C:13]2[CH:17]=[CH:16][N:15]([CH3:18])[N:14]=2)(=[O:12])=[O:11])[CH2:8][CH2:9]1. The catalyst class is: 32.